Dataset: Forward reaction prediction with 1.9M reactions from USPTO patents (1976-2016). Task: Predict the product of the given reaction. (1) Given the reactants [Cl:1][C:2]1[CH:7]=[CH:6][C:5]([C:8]2[CH:13]=[CH:12][CH:11]=[CH:10][C:9]=2[N+:14]([O-])=O)=[CH:4][CH:3]=1, predict the reaction product. The product is: [Cl:1][C:2]1[CH:7]=[CH:6][C:5]2[C:8]3[C:9](=[CH:10][CH:11]=[CH:12][CH:13]=3)[NH:14][C:4]=2[CH:3]=1. (2) The product is: [CH2:1]([N:8]1[C@H:13]([CH3:14])[CH2:12][O:11][CH:10]([CH3:15])[CH2:9]1)[C:2]1[CH:3]=[CH:4][CH:5]=[CH:6][CH:7]=1. Given the reactants [CH2:1]([N:8]1[C@H:13]([CH3:14])[CH2:12][O:11][CH:10]([CH3:15])[C:9]1=O)[C:2]1[CH:7]=[CH:6][CH:5]=[CH:4][CH:3]=1.CO, predict the reaction product. (3) The product is: [NH2:24][C@@:23]([C:18]1[CH:17]=[CH:16][C:15]2[C:20](=[CH:21][CH:22]=[C:13]([O:12][C@H:9]3[CH2:10][CH2:11][C@H:6]([CH:1]4[CH2:5][CH2:4][CH2:3][CH2:2]4)[CH2:7][CH2:8]3)[C:14]=2[C:30]([F:32])([F:33])[F:31])[CH:19]=1)([CH3:29])[CH2:27][OH:26]. Given the reactants [CH:1]1([CH:6]2[CH2:11][CH2:10][CH:9]([O:12][C:13]3[C:14]([C:30]([F:33])([F:32])[F:31])=[C:15]4[C:20](=[CH:21][CH:22]=3)[CH:19]=[C:18]([C@:23]3([CH3:29])[CH2:27][O:26]C(=O)[NH:24]3)[CH:17]=[CH:16]4)[CH2:8][CH2:7]2)[CH2:5][CH2:4][CH2:3][CH2:2]1.O.[OH-].[Li+].O, predict the reaction product. (4) The product is: [CH:15]1[C:27]2[CH2:26][C:25]3[C:20](=[CH:21][CH:22]=[CH:23][CH:24]=3)[C:19]=2[CH:18]=[CH:17][C:16]=1[C:28]([N:7]1[C:8]2[CH:14]=[CH:13][CH:12]=[CH:11][C:9]=2[CH2:10][N:4]2[CH:3]=[CH:2][CH:1]=[C:5]2[CH2:6]1)=[O:29]. Given the reactants [CH:1]1[CH:2]=[CH:3][N:4]2[CH2:10][C:9]3[CH:11]=[CH:12][CH:13]=[CH:14][C:8]=3[NH:7][CH2:6][C:5]=12.[CH:15]1[C:27]2[CH2:26][C:25]3[C:20](=[CH:21][CH:22]=[CH:23][CH:24]=3)[C:19]=2[CH:18]=[CH:17][C:16]=1[C:28](Cl)=[O:29].C1C2CC3C(=CC=CC=3)C=2C=CC=1C(O)=O.S(Cl)(Cl)=O.CN(C)C1C=CC=CC=1, predict the reaction product. (5) Given the reactants [Cl:1][C:2]1[S:6][C:5]([C:7]([OH:9])=O)=[CH:4][C:3]=1[C:10]1[N:14]([CH3:15])[N:13]=[CH:12][CH:11]=1.C1CN([P+](Br)(N2CCCC2)N2CCCC2)CC1.F[P-](F)(F)(F)(F)F.C(N(C(C)C)CC)(C)C.Cl.[NH2:50][C@@H:51]([CH2:64][C:65]1[CH:70]=[CH:69][CH:68]=[CH:67][CH:66]=1)[CH2:52][N:53]1[C:61](=[O:62])[C:60]2[C:55](=[CH:56][CH:57]=[CH:58][CH:59]=2)[C:54]1=[O:63], predict the reaction product. The product is: [Cl:1][C:2]1[S:6][C:5]([C:7]([NH:50][C@@H:51]([CH2:64][C:65]2[CH:70]=[CH:69][CH:68]=[CH:67][CH:66]=2)[CH2:52][N:53]2[C:61](=[O:62])[C:60]3[C:55](=[CH:56][CH:57]=[CH:58][CH:59]=3)[C:54]2=[O:63])=[O:9])=[CH:4][C:3]=1[C:10]1[N:14]([CH3:15])[N:13]=[CH:12][CH:11]=1.